Dataset: Peptide-MHC class II binding affinity with 134,281 pairs from IEDB. Task: Regression. Given a peptide amino acid sequence and an MHC pseudo amino acid sequence, predict their binding affinity value. This is MHC class II binding data. The peptide sequence is AAVDKDAVIVAAAGN. The MHC is DRB3_0101 with pseudo-sequence DRB3_0101. The binding affinity (normalized) is 0.263.